Dataset: Reaction yield outcomes from USPTO patents with 853,638 reactions. Task: Predict the reaction yield, written as a fraction of the theoretical maximum amount of product (1.0 means a 100% yield; for example, 0.34 means a 34% yield). (1) The reactants are [S:1]1[CH:5]=[CH:4][CH:3]=[C:2]1[C:6]1[CH:10]=[CH:9][NH:8][N:7]=1.[I:11]N1C(=O)CCC1=O.S([O-])([O-])(=O)=S.[Na+].[Na+].C(=O)([O-])[O-].[Na+].[Na+]. The catalyst is CN(C)C=O. The product is [I:11][C:10]1[C:6]([C:2]2[S:1][CH:5]=[CH:4][CH:3]=2)=[N:7][NH:8][CH:9]=1. The yield is 0.660. (2) The reactants are [Cl:1][C:2]1[N:7]=[C:6]([C:8]([O:10][C:11]([CH3:14])([CH3:13])[CH3:12])=[O:9])[CH:5]=[C:4](Cl)[N:3]=1.Cl.[NH2:17][C@@H:18]([CH3:22])[C:19]([NH2:21])=[O:20].CCN(C(C)C)C(C)C. The catalyst is C(#N)C. The product is [NH2:21][C:19](=[O:20])[C@@H:18]([NH:17][C:4]1[N:3]=[C:2]([Cl:1])[N:7]=[C:6]([C:8]([O:10][C:11]([CH3:14])([CH3:13])[CH3:12])=[O:9])[CH:5]=1)[CH3:22]. The yield is 0.830. (3) The catalyst is C(O)C. The product is [Cl:1][C:2]1[C:3]([CH3:11])=[C:4](/[C:8](=[N:13]\[OH:14])/[CH3:9])[CH:5]=[CH:6][CH:7]=1. The yield is 0.900. The reactants are [Cl:1][C:2]1[C:3]([CH3:11])=[C:4]([C:8](=O)[CH3:9])[CH:5]=[CH:6][CH:7]=1.Cl.[NH2:13][OH:14]. (4) The reactants are Cl.[NH2:2][CH:3]([C:6]1[CH:11]=[CH:10][CH:9]=[CH:8][CH:7]=1)[C:4]#[N:5].[C:12]([N:29]=[C:30]=[S:31])([O:14][CH2:15][CH:16]1[C:28]2[C:23](=[CH:24][CH:25]=[CH:26][CH:27]=2)[C:22]2[C:17]1=[CH:18][CH:19]=[CH:20][CH:21]=2)=[O:13].C(N(C(C)C)C(C)C)C.C(=O)(O)[O-].[Na+]. The catalyst is C(Cl)Cl. The product is [NH2:5][C:4]1[S:31][C:30]([NH:29][C:12]([O:14][CH2:15][CH:16]2[C:17]3[C:22](=[CH:21][CH:20]=[CH:19][CH:18]=3)[C:23]3[C:28]2=[CH:27][CH:26]=[CH:25][CH:24]=3)=[O:13])=[N:2][C:3]=1[C:6]1[CH:11]=[CH:10][CH:9]=[CH:8][CH:7]=1. The yield is 0.480. (5) The reactants are [C:1]1(=[O:7])[CH2:5][CH2:4][C:3](=[O:6])[CH2:2]1.N1C=CN=C1.[F:13][C:14]([F:23])([F:22])[C:15](N1C=CN=C1)=[O:16]. The catalyst is C(Cl)Cl. The product is [F:13][C:14]([F:23])([F:22])[C:15]([CH:2]1[C:3](=[O:6])[CH2:4][CH2:5][C:1]1=[O:7])=[O:16]. The yield is 0.700. (6) The reactants are [NH2:1][C:2]1[C:6]2[CH:7]=[CH:8][CH:9]=[C:10]([N+:11]([O-:13])=[O:12])[C:5]=2[S:4][C:3]=1C(OC)=O.CN1CCNCC1. The catalyst is CN1CCCC1=O. The product is [N+:11]([C:10]1[C:5]2[S:4][CH:3]=[C:2]([NH2:1])[C:6]=2[CH:7]=[CH:8][CH:9]=1)([O-:13])=[O:12]. The yield is 0.890.